From a dataset of Reaction yield outcomes from USPTO patents with 853,638 reactions. Predict the reaction yield, written as a fraction of the theoretical maximum amount of product (1.0 means a 100% yield; for example, 0.34 means a 34% yield). (1) The reactants are [CH3:1][C:2]1[N:3]=[C:4]([CH:7]([CH3:13])[C:8]([O:10][CH2:11][CH3:12])=[O:9])[S:5][CH:6]=1.Cl.[Br-:15].[K+].OO. The catalyst is C1(C)C=CC=CC=1. The product is [Br:15][C:7]([C:4]1[S:5][CH:6]=[C:2]([CH3:1])[N:3]=1)([CH3:13])[C:8]([O:10][CH2:11][CH3:12])=[O:9]. The yield is 0.970. (2) The reactants are [CH:1]([C:3]1[CH:13]=[C:12]([C:14]2[S:15][CH:16]=[CH:17][CH:18]=2)[C:11]([O:19][CH3:20])=[CH:10][C:4]=1[O:5][CH2:6][C:7]([NH2:9])=[O:8])=O.[C:21]([C:24]1[CH:32]=[CH:31][C:27]([C:28]([OH:30])=[O:29])=[CH:26][CH:25]=1)(=[O:23])[CH3:22]. No catalyst specified. The product is [C:7]([CH2:6][O:5][C:4]1[CH:10]=[C:11]([O:19][CH3:20])[C:12]([C:14]2[S:15][CH:16]=[CH:17][CH:18]=2)=[CH:13][C:3]=1/[CH:1]=[CH:22]/[C:21]([C:24]1[CH:32]=[CH:31][C:27]([C:28]([OH:30])=[O:29])=[CH:26][CH:25]=1)=[O:23])(=[O:8])[NH2:9]. The yield is 0.700.